Dataset: Forward reaction prediction with 1.9M reactions from USPTO patents (1976-2016). Task: Predict the product of the given reaction. (1) Given the reactants [NH:1]([C:18]([O:20][CH2:21][C:22]1[CH:27]=[CH:26][CH:25]=[CH:24][CH:23]=1)=[O:19])[C@H:2]([C:15]([OH:17])=[O:16])[CH2:3][CH2:4][CH2:5][CH2:6][NH:7][C:8]([O:10][C:11]([CH3:14])([CH3:13])[CH3:12])=[O:9].F[B-](F)(F)F.N1(OC(N(C)C)=[N+](C)C)C2C=CC=C[C:36]=2N=N1.C(N(CC)CC)C, predict the reaction product. The product is: [NH:1]([C:18]([O:20][CH2:21][C:22]1[CH:23]=[CH:24][CH:25]=[CH:26][CH:27]=1)=[O:19])[C@H:2]([C:15]([O:17][CH3:36])=[O:16])[CH2:3][CH2:4][CH2:5][CH2:6][NH:7][C:8]([O:10][C:11]([CH3:14])([CH3:13])[CH3:12])=[O:9]. (2) Given the reactants [Cl:1][C:2]1[C:7]([N+:8]([O-])=O)=[CH:6][CH:5]=[CH:4][C:3]=1/[CH:11]=[CH:12]/[C:13]([O:15][C:16]([CH3:19])([CH3:18])[CH3:17])=[O:14].C1CCCCC1.C(OCC)(=O)C, predict the reaction product. The product is: [NH2:8][C:7]1[C:2]([Cl:1])=[C:3]([CH2:11][CH2:12][C:13]([O:15][C:16]([CH3:18])([CH3:17])[CH3:19])=[O:14])[CH:4]=[CH:5][CH:6]=1. (3) The product is: [CH2:1]([O:3][C:4]1[CH:9]=[CH:8][C:7]([C:10]2[CH:11]=[CH:12][C:13]([C:16]3[C:21]([C:22]([OH:24])=[O:23])=[CH:20][CH:19]=[CH:18][CH:17]=3)=[CH:14][CH:15]=2)=[C:6]([F:27])[C:5]=1[F:28])[CH3:2]. Given the reactants [CH2:1]([O:3][C:4]1[CH:9]=[CH:8][C:7]([C:10]2[CH:15]=[CH:14][C:13]([C:16]3[C:21]([C:22]([O:24]CC)=[O:23])=[CH:20][CH:19]=[CH:18][CH:17]=3)=[CH:12][CH:11]=2)=[C:6]([F:27])[C:5]=1[F:28])[CH3:2].[OH-].[Na+].O.Cl, predict the reaction product. (4) Given the reactants F[C:2]1[CH:7]=[CH:6][C:5]([N+:8]([O-:10])=[O:9])=[CH:4][CH:3]=1.[F:11][C:12]([F:19])([F:18])[C:13]1[CH:14]=[N:15][NH:16][CH:17]=1, predict the reaction product. The product is: [N+:8]([C:5]1[CH:6]=[CH:7][C:2]([N:15]2[CH:14]=[C:13]([C:12]([F:19])([F:18])[F:11])[CH:17]=[N:16]2)=[CH:3][CH:4]=1)([O-:10])=[O:9]. (5) Given the reactants [NH:1]1[CH2:5][CH2:4][CH2:3][C@@H:2]1[CH2:6][O:7][C:8]1[CH:25]=[CH:24][C:11]([O:12][C:13]2[CH:18]=[CH:17][C:16]([C:19]3[O:23][CH:22]=[N:21][CH:20]=3)=[CH:15][CH:14]=2)=[CH:10][CH:9]=1.[CH3:26][O:27][C:28](=[O:33])[CH2:29][CH2:30][CH2:31]Br, predict the reaction product. The product is: [CH3:26][O:27][C:28](=[O:33])[CH2:29][CH2:30][CH2:31][N:1]1[CH2:5][CH2:4][CH2:3][C@@H:2]1[CH2:6][O:7][C:8]1[CH:25]=[CH:24][C:11]([O:12][C:13]2[CH:18]=[CH:17][C:16]([C:19]3[O:23][CH:22]=[N:21][CH:20]=3)=[CH:15][CH:14]=2)=[CH:10][CH:9]=1. (6) Given the reactants Cl.Br[C:3]1[CH:31]=[CH:30][C:6]2[S:7][CH:8]=[C:9]([CH2:10][N:11]3[C:17](=[O:18])[C@@H:16]([NH:19][C:20](=[O:25])[C@@H:21]([NH:23][CH3:24])[CH3:22])[CH2:15][CH2:14][C:13]4[CH:26]=[CH:27][CH:28]=[CH:29][C:12]3=4)[C:5]=2[CH:4]=1, predict the reaction product. The product is: [S:7]1[CH:8]=[C:9]([CH2:10][N:11]2[C:17](=[O:18])[C@@H:16]([NH:19][C:20](=[O:25])[C@@H:21]([NH:23][CH3:24])[CH3:22])[CH2:15][CH2:14][C:13]3[CH:26]=[CH:27][CH:28]=[CH:29][C:12]2=3)[C:5]2[CH:4]=[CH:3][CH:31]=[CH:30][C:6]1=2. (7) Given the reactants [Br:1][C:2]1[CH:3]=[C:4]2[C:9](=[CH:10][CH:11]=1)[CH:8]=[C:7]([OH:12])[CH:6]=[CH:5]2.[CH3:13][C@H:14]1[CH2:19][CH2:18][CH2:17][C@@H:16]([CH3:20])[N:15]1[CH2:21][CH2:22]O.C1(P(C2C=CC=CC=2)C2C=CC=CC=2)C=CC=CC=1, predict the reaction product. The product is: [CH3:13][C@H:14]1[CH2:19][CH2:18][CH2:17][C@@H:16]([CH3:20])[N:15]1[CH2:21][CH2:22][O:12][C:7]1[CH:6]=[CH:5][C:4]2[C:9](=[CH:10][CH:11]=[C:2]([Br:1])[CH:3]=2)[CH:8]=1.